From a dataset of Catalyst prediction with 721,799 reactions and 888 catalyst types from USPTO. Predict which catalyst facilitates the given reaction. (1) Reactant: C(S)CCCCCCCCCCC.[Cl:14][C:15]1[CH:16]=[CH:17][C:18]([C:21]2[CH:26]=[CH:25][C:24]([O:27]C)=[CH:23][C:22]=2[F:29])=[N:19][CH:20]=1. Product: [Cl:14][C:15]1[CH:16]=[CH:17][C:18]([C:21]2[CH:26]=[CH:25][C:24]([OH:27])=[CH:23][C:22]=2[F:29])=[N:19][CH:20]=1. The catalyst class is: 11. (2) Reactant: C(NC(C)C)(C)C.[Li]CCCC.[Br:13][C:14]1[CH:19]=[CH:18][CH:17]=[C:16]([F:20])[C:15]=1[F:21].[CH3:22][Si:23](Cl)([CH3:25])[CH3:24]. Product: [Br:13][C:14]1[CH:19]=[CH:18][C:17]([Si:23]([CH3:25])([CH3:24])[CH3:22])=[C:16]([F:20])[C:15]=1[F:21]. The catalyst class is: 7. (3) Reactant: [NH2:1][C:2]1[N:3]=[CH:4][C:5]2[CH2:11][N:10]([C:12]3[CH:20]=[CH:19][C:15]([C:16]([OH:18])=O)=[CH:14][CH:13]=3)[CH2:9][CH2:8][C:6]=2[N:7]=1.C(N(CC)C(C)C)(C)C.CN(C(ON1N=NC2C=CC=CC1=2)=[N+](C)C)C.F[P-](F)(F)(F)(F)F.[F:54][C:55]([F:64])([F:63])[C:56]1[CH:57]=[C:58]([CH:60]=[CH:61][CH:62]=1)[NH2:59]. Product: [NH2:1][C:2]1[N:3]=[CH:4][C:5]2[CH2:11][N:10]([C:12]3[CH:20]=[CH:19][C:15]([C:16]([NH:59][C:58]4[CH:60]=[CH:61][CH:62]=[C:56]([C:55]([F:54])([F:63])[F:64])[CH:57]=4)=[O:18])=[CH:14][CH:13]=3)[CH2:9][CH2:8][C:6]=2[N:7]=1. The catalyst class is: 3. (4) Reactant: [N:1]1[CH:6]=[CH:5][CH:4]=[CH:3][C:2]=1[CH:7]([C:10]#[N:11])[C:8]#[N:9].O.[NH2:13][NH2:14]. Product: [N:1]1[CH:6]=[CH:5][CH:4]=[CH:3][C:2]=1[C:7]1[C:10]([NH2:11])=[N:13][NH:14][C:8]=1[NH2:9]. The catalyst class is: 14. (5) Reactant: [CH:1]1([CH2:7][C@H:8]([NH:13][C:14](=[O:20])[O:15][C:16]([CH3:19])([CH3:18])[CH3:17])[CH:9]([OH:12])[CH2:10][CH3:11])[CH2:6][CH2:5][CH2:4][CH2:3][CH2:2]1.N1C=CC=CC=1.[S:27](Cl)([C:30]1[CH:36]=[CH:35][C:33]([CH3:34])=[CH:32][CH:31]=1)(=[O:29])=[O:28]. Product: [CH3:34][C:33]1[CH:35]=[CH:36][C:30]([S:27]([O:12][CH:9]([CH2:10][CH3:11])[C@@H:8]([NH:13][C:14]([O:15][C:16]([CH3:19])([CH3:18])[CH3:17])=[O:20])[CH2:7][CH:1]2[CH2:2][CH2:3][CH2:4][CH2:5][CH2:6]2)(=[O:29])=[O:28])=[CH:31][CH:32]=1. The catalyst class is: 79. (6) Reactant: [Br:1][C:2]1[N:7]=[C:6]([CH:8]=O)[CH:5]=[CH:4][CH:3]=1.[CH3:10][O:11][CH2:12][CH2:13][NH2:14].[BH-](OC(C)=O)(OC(C)=O)OC(C)=O.[Na+]. Product: [Br:1][C:2]1[N:7]=[C:6]([CH2:8][NH:14][CH2:13][CH2:12][O:11][CH3:10])[CH:5]=[CH:4][CH:3]=1. The catalyst class is: 2. (7) Reactant: C[O:2][C:3]([C:5]1([NH:13][C:14](=[O:33])[C:15]2[CH:20]=[CH:19][C:18]([O:21][CH3:22])=[C:17]([O:23][CH2:24][CH2:25][C:26]3[CH:27]=[C:28]([CH3:32])[CH:29]=[CH:30][CH:31]=3)[CH:16]=2)[CH2:10][CH2:9][CH:8]([CH2:11]O)[CH2:7][CH2:6]1)=[O:4].C(N(S(F)(F)[F:40])CC)C. Product: [F:40][CH2:11][CH:8]1[CH2:9][CH2:10][C:5]([NH:13][C:14](=[O:33])[C:15]2[CH:20]=[CH:19][C:18]([O:21][CH3:22])=[C:17]([O:23][CH2:24][CH2:25][C:26]3[CH:27]=[C:28]([CH3:32])[CH:29]=[CH:30][CH:31]=3)[CH:16]=2)([C:3]([OH:2])=[O:4])[CH2:6][CH2:7]1. The catalyst class is: 2.